Dataset: Catalyst prediction with 721,799 reactions and 888 catalyst types from USPTO. Task: Predict which catalyst facilitates the given reaction. (1) Reactant: C([NH:4][C:5]1[CH:6]=[C:7]([N:16]2[CH2:21][CH2:20][N:19]([C:22]([O:24][C:25]([CH3:28])([CH3:27])[CH3:26])=[O:23])[CH2:18][CH2:17]2)[CH:8]=[CH:9][C:10]=1[CH2:11][NH:12]C(=O)C)(=O)C.[OH-].[K+]. Product: [NH2:4][C:5]1[CH:6]=[C:7]([N:16]2[CH2:17][CH2:18][N:19]([C:22]([O:24][C:25]([CH3:28])([CH3:27])[CH3:26])=[O:23])[CH2:20][CH2:21]2)[CH:8]=[CH:9][C:10]=1[CH2:11][NH2:12]. The catalyst class is: 8. (2) Reactant: [CH2:1]([O:8][C:9]1[C:14]([C:15]2[CH:20]=[CH:19][C:18]([CH3:21])=[CH:17][CH:16]=2)=[CH:13][C:12]([CH:22]=[O:23])=[CH:11][C:10]=1[C:24]([CH3:27])([CH3:26])[CH3:25])[C:2]1[CH:7]=[CH:6][CH:5]=[CH:4][CH:3]=1.[C:28]([Mg]Br)#[CH:29].[Cl-].[NH4+]. Product: [CH2:1]([O:8][C:9]1[C:14]([C:15]2[CH:16]=[CH:17][C:18]([CH3:21])=[CH:19][CH:20]=2)=[CH:13][C:12]([CH:22]([OH:23])[C:28]#[CH:29])=[CH:11][C:10]=1[C:24]([CH3:27])([CH3:26])[CH3:25])[C:2]1[CH:7]=[CH:6][CH:5]=[CH:4][CH:3]=1. The catalyst class is: 1. (3) Reactant: C(OC(=O)[NH:7][CH:8]1[C:13](=[O:14])[N:12]2[CH:15]([C:18](=[O:30])[NH:19][CH:20]3[C:29]4[C:24](=[CH:25][CH:26]=[CH:27][CH:28]=4)[CH2:23][CH2:22][CH2:21]3)[CH2:16][S:17][CH:11]2[CH2:10][CH2:9]1)(C)(C)C.[ClH:32].O1CCOCC1.C1(C)C=CC=CC=1. Product: [ClH:32].[CH:20]1([NH:19][C:18]([CH:15]2[N:12]3[C:13](=[O:14])[CH:8]([NH2:7])[CH2:9][CH2:10][CH:11]3[S:17][CH2:16]2)=[O:30])[C:29]2[C:24](=[CH:25][CH:26]=[CH:27][CH:28]=2)[CH2:23][CH2:22][CH2:21]1. The catalyst class is: 13. (4) Reactant: [NH2:1][C:2]1[CH:11]=[C:10]([C:12]([O:14][CH3:15])=[O:13])[CH:9]=[CH:8][C:3]=1[C:4]([O:6]C)=O.[Cl:16][C:17]1[CH:18]=[C:19]([CH2:24][C:25]#[N:26])[CH:20]=[CH:21][C:22]=1[Cl:23].N. Product: [Cl:16][C:17]1[CH:18]=[C:19]([CH:20]=[CH:21][C:22]=1[Cl:23])[CH2:24][C:25]1[NH:26][C:4](=[O:6])[C:3]2[C:2](=[CH:11][C:10]([C:12]([O:14][CH3:15])=[O:13])=[CH:9][CH:8]=2)[N:1]=1. The catalyst class is: 393. (5) Reactant: C[Si]([C:5]#[C:6][C:7]1[CH:8]=[C:9]([CH:17]=[CH:18][CH:19]=1)[C:10]([O:12][C:13]([CH3:16])([CH3:15])[CH3:14])=[O:11])(C)C.CCCC[N+](CCCC)(CCCC)CCCC.[F-]. Product: [C:6]([C:7]1[CH:8]=[C:9]([CH:17]=[CH:18][CH:19]=1)[C:10]([O:12][C:13]([CH3:15])([CH3:16])[CH3:14])=[O:11])#[CH:5]. The catalyst class is: 1. (6) Reactant: [CH3:1]COCC.C[Si](C=[N+]=[N-])(C)C.[Cl:13][C:14]1[N:22]=[C:21]([CH3:23])[CH:20]=[CH:19][C:15]=1[C:16]([OH:18])=[O:17].CC(O)=O. Product: [Cl:13][C:14]1[N:22]=[C:21]([CH3:23])[CH:20]=[CH:19][C:15]=1[C:16]([O:18][CH3:1])=[O:17]. The catalyst class is: 36.